This data is from M1 muscarinic receptor antagonist screen with 61,756 compounds. The task is: Binary Classification. Given a drug SMILES string, predict its activity (active/inactive) in a high-throughput screening assay against a specified biological target. (1) The drug is OC1N(Cc2ccccc2)C(=O)c2c1cccc2. The result is 0 (inactive). (2) The drug is S1c2c(N(CCN(C)C)c3c1cccc3)ccc(OC)c2. The result is 1 (active). (3) The molecule is Clc1ccc(NC(=O)c2cc3OCOc3cc2)cc1. The result is 0 (inactive). (4) The molecule is s1c(C(N2CCN(CC2)c2ccccc2)C(NC(=O)c2sccc2)C)ccc1. The result is 0 (inactive). (5) The drug is O(c1nnc(c2c(ccc(c2)C)C)c2c1cccc2)CC(=O)Nc1noc(c1)C. The result is 0 (inactive). (6) The drug is O(c1ccc(NC(=O)c2ocnc2C)cc1)c1ccccc1. The result is 0 (inactive).